From a dataset of Forward reaction prediction with 1.9M reactions from USPTO patents (1976-2016). Predict the product of the given reaction. (1) Given the reactants [Cl:1][C:2]1[CH:7]=[C:6]([Cl:8])[C:5]([O:9][CH3:10])=[CH:4][C:3]=1[C:11]1[C:12]2[C:21]([C:22]#[N:23])=[CH:20][N:19](COCC[Si](C)(C)C)[C:13]=2[N:14]=[C:15](SC)[N:16]=1.[CH2:32]([N:34]([CH2:38][CH3:39])[CH2:35][CH2:36][OH:37])[CH3:33], predict the reaction product. The product is: [Cl:1][C:2]1[CH:7]=[C:6]([Cl:8])[C:5]([O:9][CH3:10])=[CH:4][C:3]=1[C:11]1[C:12]2[C:21]([C:22]#[N:23])=[CH:20][NH:19][C:13]=2[N:14]=[C:15]([O:37][CH2:36][CH2:35][N:34]([CH2:38][CH3:39])[CH2:32][CH3:33])[N:16]=1. (2) Given the reactants [P:1](Cl)(Cl)([O:3][C:4]1[CH:9]=[CH:8][CH:7]=[CH:6][CH:5]=1)=[O:2].[F:12][C:13]1[C:18]([OH:19])=[C:17]([F:20])[C:16]([F:21])=[C:15]([F:22])[C:14]=1[F:23].CCN(CC)CC.[ClH:31].[NH2:32][C@@H:33]([CH3:43])[C:34]([O:36][CH:37]1[CH2:42][CH2:41][CH2:40][CH2:39][CH2:38]1)=[O:35], predict the reaction product. The product is: [Cl:31][C:7]1[CH:8]=[CH:9][C:4]([O:3][P:1]([NH:32][C@@H:33]([CH3:43])[C:34]([O:36][CH:37]2[CH2:42][CH2:41][CH2:40][CH2:39][CH2:38]2)=[O:35])([O:19][C:18]2[C:13]([F:12])=[C:14]([F:23])[C:15]([F:22])=[C:16]([F:21])[C:17]=2[F:20])=[O:2])=[CH:5][CH:6]=1. (3) The product is: [N+:1]([C:14]1[CH:15]=[CH:16][C:11]([CH2:10][CH:17]2[CH2:20][CH:19]([C:21]([O:23][CH2:24][CH3:25])=[O:22])[CH2:18]2)=[CH:12][CH:13]=1)([O-:4])=[O:2]. Given the reactants [N+:1]([O-:4])(O)=[O:2].S(=O)(=O)(O)O.[CH2:10]([CH:17]1[CH2:20][CH:19]([C:21]([O:23][CH2:24][CH3:25])=[O:22])[CH2:18]1)[C:11]1[CH:16]=[CH:15][CH:14]=[CH:13][CH:12]=1.C(Cl)Cl, predict the reaction product. (4) The product is: [C:22]([O:26][C:27]([N:29]1[CH:35]2[CH2:36][CH2:37][CH:30]1[CH2:31][N:32]([C:39]1[CH:40]=[N:41][C:42]([NH:45][C:10]3[N:11]=[CH:12][C:7]4[CH:6]=[C:5]([C:3](=[O:4])[N:2]([CH3:21])[CH3:1])[N:14]([C:15]5[CH:20]=[CH:19][CH:18]=[CH:17][CH:16]=5)[C:8]=4[N:9]=3)=[CH:43][CH:44]=1)[C:33](=[O:38])[CH2:34]2)=[O:28])([CH3:25])([CH3:23])[CH3:24]. Given the reactants [CH3:1][N:2]([CH3:21])[C:3]([C:5]1[N:14]([C:15]2[CH:20]=[CH:19][CH:18]=[CH:17][CH:16]=2)[C:8]2[N:9]=[C:10](Cl)[N:11]=[CH:12][C:7]=2[CH:6]=1)=[O:4].[C:22]([O:26][C:27]([N:29]1[CH:35]2[CH2:36][CH2:37][CH:30]1[CH2:31][N:32]([C:39]1[CH:40]=[N:41][C:42]([NH2:45])=[CH:43][CH:44]=1)[C:33](=[O:38])[CH2:34]2)=[O:28])([CH3:25])([CH3:24])[CH3:23], predict the reaction product. (5) Given the reactants [OH:1][C:2]1[C:3]([CH3:10])=[N:4][CH:5]=[CH:6][C:7]=1[CH:8]=O.[F:11][C:12]1[CH:17]=[CH:16][C:15]([NH2:18])=[CH:14][C:13]=1[Cl:19], predict the reaction product. The product is: [Cl:19][C:13]1[CH:14]=[C:15]([N:18]=[CH:8][C:7]2[CH:6]=[CH:5][N:4]=[C:3]([CH3:10])[C:2]=2[OH:1])[CH:16]=[CH:17][C:12]=1[F:11]. (6) Given the reactants CN(C)/[CH:3]=[CH:4]/[C:5]([C:7]1[C:12](=[O:13])[CH:11]=[CH:10][N:9]([C:14]2[CH:19]=[CH:18][C:17]([O:20][C:21]([F:24])([F:23])[F:22])=[CH:16][CH:15]=2)[N:8]=1)=O.[Cl:26][C:27]1[CH:28]=[C:29]2[C:34](=[CH:35][CH:36]=1)[N:33]=[CH:32][CH:31]=[C:30]2[NH:37][NH2:38], predict the reaction product. The product is: [Cl:26][C:27]1[CH:28]=[C:29]2[C:34](=[CH:35][CH:36]=1)[N:33]=[CH:32][CH:31]=[C:30]2[N:37]1[C:5]([C:7]2[C:12](=[O:13])[CH:11]=[CH:10][N:9]([C:14]3[CH:19]=[CH:18][C:17]([O:20][C:21]([F:24])([F:23])[F:22])=[CH:16][CH:15]=3)[N:8]=2)=[CH:4][CH:3]=[N:38]1. (7) Given the reactants [OH:1][C:2]1([C:8]([OH:10])=[O:9])[CH2:7][CH2:6][NH:5][CH2:4][CH2:3]1.[C:11]([CH:15]1[CH2:20][CH2:19][CH:18]([O:21][C:22]2[CH:23]=[C:24]3[C:29](=[CH:30][CH:31]=2)[CH:28]=[C:27]([CH2:32]N2CCC(CC)(C(O)=O)CC2)[CH:26]=[CH:25]3)[CH2:17][CH2:16]1)([CH3:14])([CH3:13])[CH3:12].C(C1CCC(OC2C=C3C(=CC=2)C=C(C=O)C=C3)CC1)(C)(C)C.C(O)(=O)C.C([BH3-])#N.[Na+], predict the reaction product. The product is: [C:11]([CH:15]1[CH2:20][CH2:19][CH:18]([O:21][C:22]2[CH:23]=[C:24]3[C:29](=[CH:30][CH:31]=2)[CH:28]=[C:27]([CH2:32][N:5]2[CH2:6][CH2:7][C:2]([OH:1])([C:8]([OH:10])=[O:9])[CH2:3][CH2:4]2)[CH:26]=[CH:25]3)[CH2:17][CH2:16]1)([CH3:14])([CH3:13])[CH3:12].